Predict the product of the given reaction. From a dataset of Forward reaction prediction with 1.9M reactions from USPTO patents (1976-2016). (1) Given the reactants [NH2:1][CH2:2][C:3]([CH3:6])([OH:5])[CH3:4].C(=O)([O-])[O-].[K+].[K+].Br[CH2:14][CH2:15][CH2:16][CH2:17][CH2:18]Br, predict the reaction product. The product is: [CH3:4][C:3]([OH:5])([CH3:6])[CH2:2][N:1]1[CH2:18][CH2:17][CH2:16][CH2:15][CH2:14]1. (2) Given the reactants [F:1][C:2]1[CH:3]=[CH:4][C:5]2[N:9]=[CH:8][N:7]([C:10]3[N:18]=[C:17]4[C:13]([NH:14][C:15](=[O:25])[N:16]4[CH:19]4[CH2:24][CH2:23][O:22][CH2:21][CH2:20]4)=[C:12]([C:26]([O:28]CC)=[O:27])[N:11]=3)[C:6]=2[CH:31]=1, predict the reaction product. The product is: [F:1][C:2]1[CH:3]=[CH:4][C:5]2[N:9]=[CH:8][N:7]([C:10]3[N:18]=[C:17]4[C:13]([NH:14][C:15](=[O:25])[N:16]4[CH:19]4[CH2:24][CH2:23][O:22][CH2:21][CH2:20]4)=[C:12]([C:26]([OH:28])=[O:27])[N:11]=3)[C:6]=2[CH:31]=1. (3) Given the reactants [N+:1]([C:4]1[CH:9]=[CH:8][C:7]([C:10]2([C:14]3[O:15][CH:16]=[CH:17][N:18]=3)[CH2:13][CH2:12][CH2:11]2)=[CH:6][CH:5]=1)([O-])=O.O.O.[Sn](Cl)Cl.[OH-].[Na+], predict the reaction product. The product is: [O:15]1[CH:16]=[CH:17][N:18]=[C:14]1[C:10]1([C:7]2[CH:6]=[CH:5][C:4]([NH2:1])=[CH:9][CH:8]=2)[CH2:13][CH2:12][CH2:11]1. (4) Given the reactants [N+:1]([C:4]1[CH:14]=[CH:13][C:7]([O:8][CH2:9][CH:10]2[CH2:12][O:11]2)=[CH:6][CH:5]=1)([O-:3])=[O:2].[CH2:15]([NH:17][CH2:18][CH3:19])[CH3:16].O1CC1, predict the reaction product. The product is: [CH2:15]([N:17]([CH2:18][CH3:19])[CH2:12][CH:10]([OH:11])[CH2:9][O:8][C:7]1[CH:13]=[CH:14][C:4]([N+:1]([O-:3])=[O:2])=[CH:5][CH:6]=1)[CH3:16]. (5) The product is: [NH2:20][CH:17]1[CH2:18][CH2:19][N:14]([CH2:13][CH2:12][N:9]2[C:10]3[C:5](=[CH:4][CH:3]=[C:2]([F:1])[CH:11]=3)[CH:6]=[CH:7][C:8]2=[O:28])[CH2:15][CH2:16]1. Given the reactants [F:1][C:2]1[CH:11]=[C:10]2[C:5]([CH:6]=[CH:7][C:8](=[O:28])[N:9]2[CH2:12][CH2:13][N:14]2[CH2:19][CH2:18][CH:17]([NH:20]C(=O)OC(C)(C)C)[CH2:16][CH2:15]2)=[CH:4][CH:3]=1, predict the reaction product. (6) The product is: [CH2:1]([O:3][C:4](=[O:15])[CH2:5][CH2:6][C:7]1[CH:8]=[CH:9][C:10]([C:13]#[N:14])=[CH:11][CH:12]=1)[CH3:2]. Given the reactants [CH2:1]([O:3][C:4](=[O:15])[CH:5]=[CH:6][C:7]1[CH:12]=[CH:11][C:10]([C:13]#[N:14])=[CH:9][CH:8]=1)[CH3:2].C(N(CC)CC)C.C(O)=O, predict the reaction product.